From a dataset of Reaction yield outcomes from USPTO patents with 853,638 reactions. Predict the reaction yield, written as a fraction of the theoretical maximum amount of product (1.0 means a 100% yield; for example, 0.34 means a 34% yield). (1) The reactants are [Cl:1][C:2]1[CH:3]=[C:4]([CH:14]2[C:23]([CH3:25])([CH3:24])[CH2:22][C:21]3[C:16](=[CH:17][CH:18]=[C:19]([C:26](O)=[O:27])[CH:20]=3)[NH:15]2)[CH:5]=[C:6]([N:8]2[CH2:13][CH2:12][O:11][CH2:10][CH2:9]2)[CH:7]=1.Cl.CN(C)CCCN=C=NCC.[CH:41]1([S:44]([NH2:47])(=[O:46])=[O:45])[CH2:43][CH2:42]1. The catalyst is CN(C)C1C=CN=CC=1.ClCCl. The product is [Cl:1][C:2]1[CH:3]=[C:4]([CH:14]2[C:23]([CH3:24])([CH3:25])[CH2:22][C:21]3[C:16](=[CH:17][CH:18]=[C:19]([C:26]([NH:47][S:44]([CH:41]4[CH2:43][CH2:42]4)(=[O:46])=[O:45])=[O:27])[CH:20]=3)[NH:15]2)[CH:5]=[C:6]([N:8]2[CH2:13][CH2:12][O:11][CH2:10][CH2:9]2)[CH:7]=1. The yield is 0.300. (2) The reactants are [Br:1][C:2]1[CH:3]=[C:4]2[C:10]([CH:11]([CH3:13])[CH3:12])=[CH:9][N:8](S(C3C=CC(C)=CC=3)(=O)=O)[C:5]2=[N:6][CH:7]=1.[OH-].[Na+]. The catalyst is CO. The product is [Br:1][C:2]1[CH:3]=[C:4]2[C:10]([CH:11]([CH3:13])[CH3:12])=[CH:9][NH:8][C:5]2=[N:6][CH:7]=1. The yield is 0.910. (3) The catalyst is CCOC(C)=O. The reactants are O[C:2]1[CH:7]=[CH:6][C:5]([C:8]2[C:16]3[C:11](=[CH:12][CH:13]=[C:14]([C:17]#[N:18])[CH:15]=3)[N:10](C3CCCCO3)[N:9]=2)=[CH:4][CH:3]=1.C1(P(C2C=CC=CC=2)C2C=CC=CC=2)C=CC=CC=1.[CH3:44][N:45]([CH3:49])[CH2:46][CH2:47][OH:48].N(C(OCC)=O)=NC(OCC)=[O:53]. The yield is 0.214. The product is [CH3:44][N:45]([CH3:49])[CH2:46][CH2:47][O:48][C:2]1[CH:7]=[CH:6][C:5]([C:8]2[C:16]3[C:11](=[CH:12][CH:13]=[C:14]([C:17]([NH2:18])=[O:53])[CH:15]=3)[NH:10][N:9]=2)=[CH:4][CH:3]=1. (4) The reactants are [OH:1][C:2]1[C:3]([NH2:8])=[N:4][CH:5]=[CH:6][CH:7]=1.[OH-].[K+].[C:11](=S)=[S:12]. The catalyst is CCO. The product is [O:1]1[C:2]2[C:3](=[N:4][CH:5]=[CH:6][CH:7]=2)[NH:8][C:11]1=[S:12]. The yield is 0.910. (5) The reactants are [CH3:1][O:2][C:3](=[O:22])[C:4]1[CH:9]=[C:8]([C:10](=[O:13])[CH2:11][CH3:12])[C:7]([C:14]([F:17])([F:16])[F:15])=[CH:6][C:5]=1[NH:18]C(=O)C.S(=O)(=O)(O)O. The catalyst is CO.O.CCOC(C)=O. The product is [CH3:1][O:2][C:3](=[O:22])[C:4]1[CH:9]=[C:8]([C:10](=[O:13])[CH2:11][CH3:12])[C:7]([C:14]([F:16])([F:15])[F:17])=[CH:6][C:5]=1[NH2:18]. The yield is 0.820. (6) The reactants are [C:1]1([C:7]2[CH:8]=[C:9]([C:12]([O:14]CC)=[O:13])[NH:10][CH:11]=2)[CH:6]=[CH:5][CH:4]=[CH:3][CH:2]=1.[OH-].[Na+]. The yield is 0.660. The catalyst is C(O)C. The product is [C:1]1([C:7]2[CH:8]=[C:9]([C:12]([OH:14])=[O:13])[NH:10][CH:11]=2)[CH:2]=[CH:3][CH:4]=[CH:5][CH:6]=1.